Dataset: Full USPTO retrosynthesis dataset with 1.9M reactions from patents (1976-2016). Task: Predict the reactants needed to synthesize the given product. Given the product [O:11]=[CH:12][CH2:13][CH2:14][CH2:15][C:16]1[N:17]([CH2:44][CH2:45][CH3:46])[N:18]=[C:19]2[C:28]=1[C:27]1[CH:26]=[CH:25][CH:24]=[CH:23][C:22]=1[N:21]=[C:20]2[N:29]([C:37]([O:39][C:40]([CH3:43])([CH3:42])[CH3:41])=[O:38])[C:30]([O:32][C:33]([CH3:36])([CH3:35])[CH3:34])=[O:31], predict the reactants needed to synthesize it. The reactants are: CS(C)=O.C(Cl)(=O)C(Cl)=O.[OH:11][CH2:12][CH2:13][CH2:14][CH2:15][C:16]1[N:17]([CH2:44][CH2:45][CH3:46])[N:18]=[C:19]2[C:28]=1[C:27]1[CH:26]=[CH:25][CH:24]=[CH:23][C:22]=1[N:21]=[C:20]2[N:29]([C:37]([O:39][C:40]([CH3:43])([CH3:42])[CH3:41])=[O:38])[C:30]([O:32][C:33]([CH3:36])([CH3:35])[CH3:34])=[O:31].C(N(CC)CC)C.